This data is from Catalyst prediction with 721,799 reactions and 888 catalyst types from USPTO. The task is: Predict which catalyst facilitates the given reaction. Reactant: F[C:2]1[CH:9]=[CH:8][C:7]([C:10]([F:13])([F:12])[F:11])=[CH:6][C:3]=1[CH:4]=[O:5].[C:14]([N:21]1[CH2:26][CH2:25][NH:24][CH2:23][CH2:22]1)([O:16][C:17]([CH3:20])([CH3:19])[CH3:18])=[O:15].C([O-])([O-])=O.[K+].[K+]. Product: [C:17]([O:16][C:14]([N:21]1[CH2:26][CH2:25][N:24]([C:2]2[CH:9]=[CH:8][C:7]([C:10]([F:13])([F:12])[F:11])=[CH:6][C:3]=2[CH:4]=[O:5])[CH2:23][CH2:22]1)=[O:15])([CH3:20])([CH3:18])[CH3:19]. The catalyst class is: 31.